From a dataset of Forward reaction prediction with 1.9M reactions from USPTO patents (1976-2016). Predict the product of the given reaction. (1) Given the reactants [CH2:1]([CH2:3][C:4]([O:7][C:8]1[CH:13]=[CH:12][C:11]([CH2:14][CH2:15][N:16]=[N+]=[N-])=[CH:10][CH:9]=1)([CH3:6])[CH3:5])[CH3:2], predict the reaction product. The product is: [CH2:1]([CH2:3][C:4]([O:7][C:8]1[CH:9]=[CH:10][C:11]([CH2:14][CH2:15][NH2:16])=[CH:12][CH:13]=1)([CH3:5])[CH3:6])[CH3:2]. (2) Given the reactants [Cl:1][C:2]1[CH:3]=[C:4]([N:9]=[CH:10][C:11]2[CH:16]=[CH:15][N:14]=[C:13]([C:17]3[CH:22]=[CH:21][N:20]=[C:19]([CH3:23])[CH:18]=3)[C:12]=2[OH:24])[CH:5]=[CH:6][C:7]=1[F:8].[Si]([C:29]#[N:30])(C)(C)C, predict the reaction product. The product is: [Cl:1][C:2]1[CH:3]=[C:4]([NH:9][C:10]2[C:11]3[C:12](=[C:13]([C:17]4[CH:22]=[CH:21][N:20]=[C:19]([CH3:23])[CH:18]=4)[N:14]=[CH:15][CH:16]=3)[O:24][C:29]=2[NH2:30])[CH:5]=[CH:6][C:7]=1[F:8]. (3) Given the reactants C[NH3+].F[P-](F)(F)(F)(F)F.N1(OC(N(C)C)=[N+](C)C)C2N=CC=CC=2N=N1.F[P-](F)(F)(F)(F)F.[C:34]([O:38][C:39]([N:41]1[CH2:46][CH2:45][O:44][C@@H:43]([C:47]([OH:49])=O)[CH2:42]1)=[O:40])([CH3:37])([CH3:36])[CH3:35].[Cl:50][C:51]1[CH:56]=[C:55]([N+:57]([O-:59])=[O:58])[C:54]([O:60][CH3:61])=[CH:53][C:52]=1[CH2:62][CH2:63][NH2:64].CCN(C(C)C)C(C)C, predict the reaction product. The product is: [C:34]([O:38][C:39]([N:41]1[CH2:46][CH2:45][O:44][C@@H:43]([C:47](=[O:49])[NH:64][CH2:63][CH2:62][C:52]2[CH:53]=[C:54]([O:60][CH3:61])[C:55]([N+:57]([O-:59])=[O:58])=[CH:56][C:51]=2[Cl:50])[CH2:42]1)=[O:40])([CH3:35])([CH3:36])[CH3:37]. (4) Given the reactants [Cl:1][C:2]1[C:3]([F:36])=[C:4]([C:8]2[O:9][C:10]([C@@H:27]3[CH2:32][CH2:31][CH2:30][CH2:29][C@H:28]3[C:33]([OH:35])=O)=[C:11]([C:13]3[CH:18]=[CH:17][C:16]([N:19]4[CH2:24][CH2:23][S:22](=[O:26])(=[O:25])[CH2:21][CH2:20]4)=[CH:15][CH:14]=3)[N:12]=2)[CH:5]=[CH:6][CH:7]=1.Cl.[NH2:38][C:39]1([C:42]#[N:43])[CH2:41][CH2:40]1.C[NH3+].F[P-](F)(F)(F)(F)F.N1(OC(N(C)C)=[N+](C)C)C2N=CC=CC=2N=N1.F[P-](F)(F)(F)(F)F.C(N(CC)C(C)C)(C)C, predict the reaction product. The product is: [Cl:1][C:2]1[C:3]([F:36])=[C:4]([C:8]2[O:9][C:10]([C@@H:27]3[CH2:32][CH2:31][CH2:30][CH2:29][C@H:28]3[C:33]([NH:38][C:39]3([C:42]#[N:43])[CH2:41][CH2:40]3)=[O:35])=[C:11]([C:13]3[CH:14]=[CH:15][C:16]([N:19]4[CH2:20][CH2:21][S:22](=[O:25])(=[O:26])[CH2:23][CH2:24]4)=[CH:17][CH:18]=3)[N:12]=2)[CH:5]=[CH:6][CH:7]=1. (5) Given the reactants CC1(C)C(C)(C)OB([C:9]2[CH:10]=[CH:11][C:12]([CH2:15][OH:16])=[N:13][CH:14]=2)O1.Cl[C:19]1[N:20]=[C:21]2[C:26](=[CH:27][CH:28]=1)[N:25]=[CH:24][C:23]1[CH:29]=[CH:30][C:31](=[O:43])[N:32]([C:33]3[CH:38]=[CH:37][CH:36]=[C:35]([C:39]([F:42])([F:41])[F:40])[CH:34]=3)[C:22]2=1.C(=O)([O-])[O-].[Na+].[Na+], predict the reaction product. The product is: [OH:16][CH2:15][C:12]1[N:13]=[CH:14][C:9]([C:19]2[N:20]=[C:21]3[C:26](=[CH:27][CH:28]=2)[N:25]=[CH:24][C:23]2[CH:29]=[CH:30][C:31](=[O:43])[N:32]([C:33]4[CH:38]=[CH:37][CH:36]=[C:35]([C:39]([F:41])([F:40])[F:42])[CH:34]=4)[C:22]3=2)=[CH:10][CH:11]=1. (6) Given the reactants [NH2:1][C:2]1[CH:3]=[C:4]([OH:8])[CH:5]=[CH:6][CH:7]=1.CC(C)(C)C([O:13][C:14](=O)[CH2:15][C:16]1[CH:21]=[CH:20][C:19]([N+:22]([O-:24])=[O:23])=[CH:18][CH:17]=1)=O.N1C=CC=CC=1, predict the reaction product. The product is: [OH:8][C:4]1[CH:3]=[C:2]([NH:1][C:14](=[O:13])[CH2:15][C:16]2[CH:17]=[CH:18][C:19]([N+:22]([O-:24])=[O:23])=[CH:20][CH:21]=2)[CH:7]=[CH:6][CH:5]=1. (7) The product is: [Cl:1][C:2]1[C:15]([C:14]([OH:11])=[O:16])=[N:4][C:5]([CH3:8])=[CH:6][CH:7]=1. Given the reactants [Cl:1][C:2]1C(C#N)=[N:4][C:5]([CH3:8])=[CH:6][CH:7]=1.[OH-:11].[Na+].Cl.[CH2:14]([OH:16])[CH3:15], predict the reaction product. (8) Given the reactants O.C(O)=O.COC1C=C2C(C(C(NCC3CCN(CC(O)=O)CC3)=O)=NN2)=CC=1C1C=NC=CC=1.C([O:38][C:39](=[O:61])[CH2:40][N:41]1[CH2:46][CH2:45][CH:44]([CH2:47][NH:48][C:49]([C:51]2[C:59]3[C:54](=[CH:55][CH:56]=[C:57](Br)[CH:58]=3)[NH:53][N:52]=2)=[O:50])[CH2:43][CH2:42]1)C.[F:62][C:63]1[C:68]([F:69])=[CH:67][CH:66]=[CH:65][C:64]=1B(O)O, predict the reaction product. The product is: [F:62][C:63]1[C:68]([F:69])=[CH:67][CH:66]=[CH:65][C:64]=1[C:57]1[CH:58]=[C:59]2[C:54](=[CH:55][CH:56]=1)[NH:53][N:52]=[C:51]2[C:49]([NH:48][CH2:47][CH:44]1[CH2:43][CH2:42][N:41]([CH2:40][C:39]([OH:38])=[O:61])[CH2:46][CH2:45]1)=[O:50].